The task is: Predict the product of the given reaction.. This data is from Forward reaction prediction with 1.9M reactions from USPTO patents (1976-2016). (1) Given the reactants C[O:2][C:3]1[CH:8]=[CH:7][N:6]2[CH:9]=[C:10]([C:12]([O:14]CC)=[O:13])[N:11]=[C:5]2[CH:4]=1.[BrH:17], predict the reaction product. The product is: [BrH:17].[OH:2][C:3]1[CH:8]=[CH:7][N:6]2[CH:9]=[C:10]([C:12]([OH:14])=[O:13])[N:11]=[C:5]2[CH:4]=1. (2) Given the reactants [Br:1][C:2]1[CH:7]=[CH:6][CH:5]=[CH:4][C:3]=1[CH2:8][CH2:9][NH2:10].CCN(C(C)C)C(C)C.Cl[C:21]([O:23][CH2:24][C:25]1[CH:30]=[CH:29][CH:28]=[CH:27][CH:26]=1)=[O:22], predict the reaction product. The product is: [Br:1][C:2]1[CH:7]=[CH:6][CH:5]=[CH:4][C:3]=1[CH2:8][CH2:9][NH:10][C:21](=[O:22])[O:23][CH2:24][C:25]1[CH:30]=[CH:29][CH:28]=[CH:27][CH:26]=1. (3) Given the reactants [C:1]([O:5][C:6]([N:8]([CH2:19][C:20]1[CH:25]=[CH:24][CH:23]=[CH:22][CH:21]=1)[C@H:9]([CH2:17][OH:18])[CH2:10][C:11]1[CH:16]=[CH:15][CH:14]=[CH:13][CH:12]=1)=[O:7])([CH3:4])([CH3:3])[CH3:2].C(N(CC)CC)C.O, predict the reaction product. The product is: [C:1]([O:5][C:6]([N:8]([CH2:19][C:20]1[CH:21]=[CH:22][CH:23]=[CH:24][CH:25]=1)[C@H:9]([CH:17]=[O:18])[CH2:10][C:11]1[CH:12]=[CH:13][CH:14]=[CH:15][CH:16]=1)=[O:7])([CH3:4])([CH3:2])[CH3:3]. (4) The product is: [CH3:11][C:12]1[NH:1][C:2]2=[N:3][C:4]([CH3:10])=[CH:5][C:6]([CH3:9])=[C:7]2[N:8]=1. Given the reactants [NH2:1][C:2]1[C:7]([NH2:8])=[C:6]([CH3:9])[CH:5]=[C:4]([CH3:10])[N:3]=1.[C:11](O)(=O)[CH3:12].C(=O)([O-])[O-].[Na+].[Na+].[NH4+], predict the reaction product. (5) Given the reactants [S:1]1[C:5]2[CH:6]=[CH:7][CH:8]=[CH:9][C:4]=2[C:3]([N:10]2[CH2:15][CH2:14][N:13]([CH2:16][CH2:17][C:18]3[CH:27]=[CH:26][C:25]4[NH:24][C:23](=[O:28])[C:22]5[CH2:29][CH2:30][CH2:31][C:21]=5[C:20]=4[CH:19]=3)[CH2:12][CH2:11]2)=[N:2]1.[H-].[Na+].I[CH2:35][CH3:36], predict the reaction product. The product is: [S:1]1[C:5]2[CH:6]=[CH:7][CH:8]=[CH:9][C:4]=2[C:3]([N:10]2[CH2:11][CH2:12][N:13]([CH2:16][CH2:17][C:18]3[CH:27]=[CH:26][C:25]4[N:24]([CH2:35][CH3:36])[C:23](=[O:28])[C:22]5[CH2:29][CH2:30][CH2:31][C:21]=5[C:20]=4[CH:19]=3)[CH2:14][CH2:15]2)=[N:2]1. (6) Given the reactants [C:1]([O:5][C:6]([N:8]1[CH2:13][CH2:12][CH:11]([C:14]2[CH:19]=[CH:18][C:17]([NH2:20])=[C:16]([C:21]3[CH2:22][CH2:23][S:24][CH2:25][CH:26]=3)[CH:15]=2)[CH2:10][CH2:9]1)=[O:7])([CH3:4])([CH3:3])[CH3:2].[K+].[C:28]([C:30]1[N:31]=[C:32]([C:43]([O-])=[O:44])[N:33]([CH2:35][O:36][CH2:37][CH2:38][Si:39]([CH3:42])([CH3:41])[CH3:40])[CH:34]=1)#[N:29].C1CN([P+](Br)(N2CCCC2)N2CCCC2)CC1.F[P-](F)(F)(F)(F)F.CCN(C(C)C)C(C)C, predict the reaction product. The product is: [C:1]([O:5][C:6]([N:8]1[CH2:9][CH2:10][CH:11]([C:14]2[CH:19]=[CH:18][C:17]([NH:20][C:43]([C:32]3[N:33]([CH2:35][O:36][CH2:37][CH2:38][Si:39]([CH3:42])([CH3:41])[CH3:40])[CH:34]=[C:30]([C:28]#[N:29])[N:31]=3)=[O:44])=[C:16]([C:21]3[CH2:26][CH2:25][S:24][CH2:23][CH:22]=3)[CH:15]=2)[CH2:12][CH2:13]1)=[O:7])([CH3:4])([CH3:2])[CH3:3].